Predict the reactants needed to synthesize the given product. From a dataset of Full USPTO retrosynthesis dataset with 1.9M reactions from patents (1976-2016). Given the product [CH3:1][C:2]1([C:17]2[CH:18]=[CH:19][C:20]([O:23][CH2:24][C:25]3[C:34]4[C:29](=[CH:30][CH:31]=[CH:32][CH:33]=4)[N:28]=[C:27]([CH3:35])[CH:26]=3)=[CH:21][CH:22]=2)[CH2:6][CH2:5][N:4]([CH2:7][C:8]2([C:9]3[CH:14]=[CH:13][CH:12]=[CH:11][CH:10]=3)[NH:41][C:46](=[O:47])[NH:40][C:36]2=[O:39])[C:3]1=[O:16], predict the reactants needed to synthesize it. The reactants are: [CH3:1][C:2]1([C:17]2[CH:22]=[CH:21][C:20]([O:23][CH2:24][C:25]3[C:34]4[C:29](=[CH:30][CH:31]=[CH:32][CH:33]=4)[N:28]=[C:27]([CH3:35])[CH:26]=3)=[CH:19][CH:18]=2)[CH2:6][CH2:5][N:4]([CH2:7][C:8](=O)[C:9]2[CH:14]=[CH:13][CH:12]=[CH:11][CH:10]=2)[C:3]1=[O:16].[C:36](=[O:39])([O-])[O-].[NH4+:40].[NH4+:41].[C-]#N.[K+].C[CH2:46][OH:47].